This data is from Forward reaction prediction with 1.9M reactions from USPTO patents (1976-2016). The task is: Predict the product of the given reaction. Given the reactants [CH3:1][C:2]1[O:6][C:5]([CH2:7][NH:8][C:9]2[CH:18]=[CH:17][C:16]3[C:15]([CH:19]=[O:20])=[CH:14][CH:13]=[CH:12][C:11]=3[N:10]=2)=[CH:4][CH:3]=1.C(O)(=O)C.C(O[BH-](OC(=O)C)OC(=O)C)(=O)C.[Na+], predict the reaction product. The product is: [CH3:1][C:2]1[O:6][C:5]([CH2:7][NH:8][C:9]2[CH:18]=[CH:17][C:16]3[C:11](=[CH:12][CH:13]=[CH:14][C:15]=3[CH2:19][OH:20])[N:10]=2)=[CH:4][CH:3]=1.